Dataset: Reaction yield outcomes from USPTO patents with 853,638 reactions. Task: Predict the reaction yield, written as a fraction of the theoretical maximum amount of product (1.0 means a 100% yield; for example, 0.34 means a 34% yield). (1) The reactants are [C:1]([C:5]1[CH:13]=[C:12]2[C:8]([CH2:9][CH:10]([CH3:15])[C:11]2=[O:14])=[CH:7][C:6]=1[O:16][CH3:17])([CH3:4])([CH3:3])[CH3:2].ClCCl.[Br:21]Br.[O-]S([O-])=O.[Na+].[Na+]. The catalyst is [N+](CC)(CC)(CC)CC.[I-].O. The product is [Br:21][C:7]1[C:6]([O:16][CH3:17])=[C:5]([C:1]([CH3:2])([CH3:4])[CH3:3])[CH:13]=[C:12]2[C:8]=1[CH2:9][CH:10]([CH3:15])[C:11]2=[O:14]. The yield is 0.990. (2) The reactants are [CH3:1][O:2][C:3]1[CH:8]=[CH:7][N:6]=[CH:5][C:4]=1[NH2:9].[C:10]([CH2:12][C:13](O)=[O:14])#[N:11].Cl.C(N=C=NCCCN(C)C)C. The catalyst is C1COCC1.CN(C1C=CN=CC=1)C. The product is [C:10]([CH2:12][C:13]([NH:9][C:4]1[CH:5]=[N:6][CH:7]=[CH:8][C:3]=1[O:2][CH3:1])=[O:14])#[N:11]. The yield is 0.780. (3) The reactants are [F:1][C:2]1[CH:3]=[C:4]([NH:9][C:10]([C:12]2[CH:13]=[C:14]([S:19](Cl)(=[O:21])=[O:20])[CH:15]=[CH:16][C:17]=2[F:18])=[O:11])[CH:5]=[CH:6][C:7]=1[F:8].CC[N:25]([CH2:28][CH3:29])CC. No catalyst specified. The product is [CH:2]1([C@H:28]([NH:25][S:19]([C:14]2[CH:15]=[CH:16][C:17]([F:18])=[C:12]([CH:13]=2)[C:10]([NH:9][C:4]2[CH:5]=[CH:6][C:7]([F:8])=[C:2]([F:1])[CH:3]=2)=[O:11])(=[O:21])=[O:20])[CH3:29])[CH2:3][CH2:4][CH2:5][CH2:6][CH2:7]1. The yield is 0.470. (4) The yield is 0.560. The catalyst is C(#N)CC.CN(C=O)C.C(Cl)Cl.CC([O-])=O.CC([O-])=O.[Pd+2]. The product is [C:22]([O:21][C:17](=[O:20])/[CH:18]=[CH:19]/[C:2]1[CH:3]=[N:4][C:5]2[NH:14][C:13](=[O:15])[C@@H:12]3[N:8]([CH2:9][CH2:10][CH2:11]3)[CH2:7][C:6]=2[CH:16]=1)([CH3:25])([CH3:24])[CH3:23]. The reactants are Br[C:2]1[CH:3]=[N:4][C:5]2[NH:14][C:13](=[O:15])[C@@H:12]3[N:8]([CH2:9][CH2:10][CH2:11]3)[CH2:7][C:6]=2[CH:16]=1.[C:17]([O:21][C:22]([CH3:25])([CH3:24])[CH3:23])(=[O:20])[CH:18]=[CH2:19].C(N(C(C)C)C(C)C)C.CC1C=CC=CC=1P(C1C=CC=CC=1C)C1C=CC=CC=1C. (5) The reactants are [CH3:1][C:2]1[CH:7]=[C:6]([N+:8]([O-:10])=[O:9])[CH:5]=[C:4]([CH3:11])[C:3]=1[NH2:12].[CH:13]1([CH2:18][C:19](Cl)=[O:20])[CH2:17][CH2:16][CH2:15][CH2:14]1.O. The catalyst is C(#N)C. The product is [CH:13]1([CH2:18][C:19]([NH:12][C:3]2[C:2]([CH3:1])=[CH:7][C:6]([N+:8]([O-:10])=[O:9])=[CH:5][C:4]=2[CH3:11])=[O:20])[CH2:17][CH2:16][CH2:15][CH2:14]1. The yield is 0.890. (6) The reactants are [CH3:1][C:2]([NH:7][C:8](=[O:35])[C:9]1[C:10](=[CH:30][CH:31]=[CH:32][C:33]=1[I:34])[C:11]([NH:13][C:14]1[CH:19]=[CH:18][C:17]([CH:20]([C:25]([F:28])([F:27])[F:26])[C:21]([F:24])([F:23])[F:22])=[CH:16][C:15]=1[CH3:29])=[O:12])([CH3:6])[CH2:3][S:4][CH3:5].ClC1C=CC=C(C(OO)=[O:44])C=1. The catalyst is C(Cl)(Cl)Cl. The product is [CH3:6][C:2]([NH:7][C:8](=[O:35])[C:9]1[C:10](=[CH:30][CH:31]=[CH:32][C:33]=1[I:34])[C:11]([NH:13][C:14]1[CH:19]=[CH:18][C:17]([CH:20]([C:21]([F:23])([F:22])[F:24])[C:25]([F:28])([F:26])[F:27])=[CH:16][C:15]=1[CH3:29])=[O:12])([CH3:1])[CH2:3][S:4]([CH3:5])=[O:44]. The yield is 0.690. (7) The reactants are Br[C:2]1[CH:22]=[CH:21][C:5]([O:6][CH2:7][CH:8]2[CH2:13][CH2:12][N:11]([C:14]([O:16][C:17]([CH3:20])([CH3:19])[CH3:18])=[O:15])[CH2:10][CH2:9]2)=[CH:4][CH:3]=1.[CH3:23][S:24]([C:27]1[CH:32]=[CH:31][C:30](B(O)O)=[CH:29][CH:28]=1)(=[O:26])=[O:25].C([O-])([O-])=O.[Cs+].[Cs+]. The catalyst is COCCOC.O. The product is [CH3:23][S:24]([C:27]1[CH:32]=[CH:31][C:30]([C:2]2[CH:22]=[CH:21][C:5]([O:6][CH2:7][CH:8]3[CH2:13][CH2:12][N:11]([C:14]([O:16][C:17]([CH3:20])([CH3:19])[CH3:18])=[O:15])[CH2:10][CH2:9]3)=[CH:4][CH:3]=2)=[CH:29][CH:28]=1)(=[O:26])=[O:25]. The yield is 0.690.